Dataset: Full USPTO retrosynthesis dataset with 1.9M reactions from patents (1976-2016). Task: Predict the reactants needed to synthesize the given product. (1) Given the product [F:1][C:2]1[CH:7]=[C:6]([N+:8]([O-:10])=[O:9])[CH:5]=[CH:4][C:3]=1[CH2:11][C:16]([O:18][CH2:19][CH3:26])=[O:17], predict the reactants needed to synthesize it. The reactants are: [F:1][C:2]1[CH:7]=[C:6]([N+:8]([O-:10])=[O:9])[CH:5]=[CH:4][C:3]=1[CH:11]([C:16]([O:18][CH3:19])=[O:17])C(OC)=O.O.[Cl-].[Li+].[Cl-].[Na+].Cl.[CH3:26]S(C)=O. (2) The reactants are: C([O-])=O.[NH4+].[CH3:5][N:6]1[C:12]2[CH:13]=[CH:14][C:15]([N+:21]([O-])=O)=[C:16]([O:17][CH:18]([CH3:20])[CH3:19])[C:11]=2[CH2:10][CH2:9][CH2:8][C:7]1=[O:24]. Given the product [NH2:21][C:15]1[CH:14]=[CH:13][C:12]2[N:6]([CH3:5])[C:7](=[O:24])[CH2:8][CH2:9][CH2:10][C:11]=2[C:16]=1[O:17][CH:18]([CH3:20])[CH3:19], predict the reactants needed to synthesize it.